From a dataset of Full USPTO retrosynthesis dataset with 1.9M reactions from patents (1976-2016). Predict the reactants needed to synthesize the given product. (1) Given the product [Br:1][C:2]1[CH:10]=[CH:9][C:8]([F:11])=[CH:7][C:3]=1[CH2:4][OH:5], predict the reactants needed to synthesize it. The reactants are: [Br:1][C:2]1[CH:10]=[CH:9][C:8]([F:11])=[CH:7][C:3]=1[C:4](O)=[O:5].B.C(OCC)(=O)C.Cl. (2) Given the product [NH:24]1[C:25]2[CH:31]=[CH:30][CH:29]=[CH:28][C:26]=2[N:27]=[C:23]1[CH2:22][N:11]([CH2:10][C:7]1[CH:6]=[CH:5][C:4]([C:3]([NH:34][NH2:35])=[O:2])=[CH:9][CH:8]=1)[CH:12]1[C:21]2[N:20]=[CH:19][CH:18]=[CH:17][C:16]=2[CH2:15][CH2:14][CH2:13]1, predict the reactants needed to synthesize it. The reactants are: C[O:2][C:3](=O)[C:4]1[CH:9]=[CH:8][C:7]([CH2:10][N:11]([CH2:22][C:23]2[NH:27][C:26]3[CH:28]=[CH:29][CH:30]=[CH:31][C:25]=3[N:24]=2)[CH:12]2[C:21]3[N:20]=[CH:19][CH:18]=[CH:17][C:16]=3[CH2:15][CH2:14][CH2:13]2)=[CH:6][CH:5]=1.O.[NH2:34][NH2:35].C(=O)(O)[O-].[Na+]. (3) Given the product [Cl:1][C:2]1[CH:3]=[C:4]([C:9]2[CH2:13][CH2:12][C@:11]([C:18]3[CH:23]=[CH:22][CH:21]=[C:20]([F:24])[C:19]=3[CH3:25])([C:14]([OH:16])=[O:15])[CH:10]=2)[C:5]([CH3:8])=[N:6][CH:7]=1, predict the reactants needed to synthesize it. The reactants are: [Cl:1][C:2]1[CH:3]=[C:4]([C:9]2[CH2:13][CH2:12][C@:11]([C:18]3[CH:23]=[CH:22][CH:21]=[C:20]([F:24])[C:19]=3[CH3:25])([C:14]([O:16]C)=[O:15])[CH:10]=2)[C:5]([CH3:8])=[N:6][CH:7]=1.[OH-].[Na+]. (4) Given the product [CH2:29]([C:28]1[N:2]=[C:1]([N:3]2[CH2:4][CH2:5][CH:6]([N:9]([CH:23]3[CH2:25][CH2:24]3)[C:10](=[O:22])[C:11]3[CH:12]=[CH:13][C:14]([C:17]4[O:21][CH:20]=[N:19][CH:18]=4)=[CH:15][CH:16]=3)[CH2:7][CH2:8]2)[O:26][N:27]=1)[CH2:30][CH:31]=[CH2:32], predict the reactants needed to synthesize it. The reactants are: [C:1]([N:3]1[CH2:8][CH2:7][CH:6]([N:9]([CH:23]2[CH2:25][CH2:24]2)[C:10](=[O:22])[C:11]2[CH:16]=[CH:15][C:14]([C:17]3[O:21][CH:20]=[N:19][CH:18]=3)=[CH:13][CH:12]=2)[CH2:5][CH2:4]1)#[N:2].[OH:26][NH:27][C:28](=N)[CH2:29][CH2:30][CH:31]=[CH2:32]. (5) Given the product [CH3:13][O:12][CH:11]([O:14][CH3:15])[C:9](=[N:7][CH:1]1[CH2:6][CH2:5][CH2:4][CH2:3][CH2:2]1)[CH3:8], predict the reactants needed to synthesize it. The reactants are: [CH:1]1([NH2:7])[CH2:6][CH2:5][CH2:4][CH2:3][CH2:2]1.[CH3:8][C:9]([CH:11]([O:14][CH3:15])[O:12][CH3:13])=O. (6) The reactants are: [Cl:1][C:2]1[C:10]([C:11]([C:14]#[N:15])([CH3:13])[CH3:12])=[CH:9][CH:8]=[CH:7][C:3]=1[C:4]([OH:6])=O.C(Cl)(=O)C(Cl)=O.[NH2:22][C:23]1[CH:24]=[C:25]([CH:40]=[CH:41][C:42]=1[Cl:43])[O:26][C:27]1[N:32]=[C:31]2[S:33][C:34]([NH:36][C:37](=[O:39])[CH3:38])=[N:35][C:30]2=[CH:29][CH:28]=1. Given the product [C:37]([NH:36][C:34]1[S:33][C:31]2[C:30]([N:35]=1)=[CH:29][CH:28]=[C:27]([O:26][C:25]1[CH:40]=[CH:41][C:42]([Cl:43])=[C:23]([NH:22][C:4](=[O:6])[C:3]3[CH:7]=[CH:8][CH:9]=[C:10]([C:11]([C:14]#[N:15])([CH3:13])[CH3:12])[C:2]=3[Cl:1])[CH:24]=1)[N:32]=2)(=[O:39])[CH3:38], predict the reactants needed to synthesize it. (7) The reactants are: [F:1][C:2]1[CH:3]=[C:4]([C@@H:9]2[CH2:14][S:13](=[O:15])[CH2:12][C:11](=[O:16])[N:10]2[CH2:17][C:18]([O:20]CC2C=CC=CC=2)=[O:19])[CH:5]=[C:6]([F:8])[CH:7]=1.Cl.[Na+].[Cl-]. Given the product [F:1][C:2]1[CH:3]=[C:4]([C@@H:9]2[CH2:14][S:13](=[O:15])[CH2:12][C:11](=[O:16])[N:10]2[CH2:17][C:18]([OH:20])=[O:19])[CH:5]=[C:6]([F:8])[CH:7]=1, predict the reactants needed to synthesize it.